The task is: Predict the product of the given reaction.. This data is from Forward reaction prediction with 1.9M reactions from USPTO patents (1976-2016). (1) Given the reactants [NH2:1][C:2]1[N:7]=[CH:6][C:5]([C:8]2[CH:13]=[CH:12][C:11]([OH:14])=[CH:10][CH:9]=2)=[C:4]([CH2:15][CH3:16])[C:3]=1[C:17]1[CH:22]=[CH:21][C:20]([OH:23])=[CH:19][CH:18]=1.[CH:24]1([CH:27]=O)[CH2:26][CH2:25]1.[BH-](OC(C)=O)(OC(C)=O)OC(C)=O.[Na+], predict the reaction product. The product is: [CH:24]1([CH2:27][NH:1][C:2]2[N:7]=[CH:6][C:5]([C:8]3[CH:9]=[CH:10][C:11]([OH:14])=[CH:12][CH:13]=3)=[C:4]([CH2:15][CH3:16])[C:3]=2[C:17]2[CH:18]=[CH:19][C:20]([OH:23])=[CH:21][CH:22]=2)[CH2:26][CH2:25]1. (2) Given the reactants [H-].[Na+].[NH:3]1[C:11]2[C:6](=[CH:7][CH:8]=[CH:9][CH:10]=2)[C:5]([O:12][CH2:13][CH2:14][N:15]([CH3:17])[CH3:16])=[CH:4]1.[Br:18][C:19]1[CH:24]=[CH:23][C:22]([S:25](Cl)(=[O:27])=[O:26])=[CH:21][CH:20]=1.O, predict the reaction product. The product is: [Br:18][C:19]1[CH:24]=[CH:23][C:22]([S:25]([N:3]2[C:11]3[C:6](=[CH:7][CH:8]=[CH:9][CH:10]=3)[C:5]([O:12][CH2:13][CH2:14][N:15]([CH3:17])[CH3:16])=[CH:4]2)(=[O:27])=[O:26])=[CH:21][CH:20]=1. (3) Given the reactants [C:1](C1CC1(N)C(O)=O)([O:3][C:4]([CH3:7])([CH3:6])[CH3:5])=[O:2].C([N:17](CC)CC)C.C(OC(Cl)=O)C.[NH3:28].[CH2:29]1[CH2:33][O:32][CH2:31][CH2:30]1, predict the reaction product. The product is: [C:4]([O:3][C:1](=[O:2])[NH:28][C:29]1([C:33](=[O:32])[NH2:17])[CH2:30][CH2:31]1)([CH3:7])([CH3:6])[CH3:5]. (4) Given the reactants C1(CN2C3C=C(F)C(F)=CC=3N=C2C2C(OCC3CCCC3)=NC=CC=2)CCCCC1.[CH3:32][O:33][C:34](=[O:71])[CH2:35][CH2:36][C:37]1[CH:42]=[CH:41][C:40]([CH2:43][N:44]2[C:48]3[CH:49]=[C:50]([F:54])[C:51]([F:53])=[CH:52][C:47]=3[N:46]=[C:45]2[C:55]2[C:56]([O:61]CC3C=CC(OC)=CC=3)=[N:57][CH:58]=[CH:59][CH:60]=2)=[CH:39][CH:38]=1, predict the reaction product. The product is: [CH3:32][O:33][C:34](=[O:71])[CH2:35][CH2:36][C:37]1[CH:38]=[CH:39][C:40]([CH2:43][N:44]2[C:48]3[CH:49]=[C:50]([F:54])[C:51]([F:53])=[CH:52][C:47]=3[N:46]=[C:45]2[C:55]2[C:56]([OH:61])=[N:57][CH:58]=[CH:59][CH:60]=2)=[CH:41][CH:42]=1. (5) The product is: [Cl:1][C:2]1[CH:18]=[CH:17][C:5]2[NH:6][C:7](=[O:16])[CH2:8][C:9]3[CH:12]=[N:36][C:34]([NH:33][C:27]4[CH:28]=[CH:29][C:30]([O:31][CH3:32])=[C:25]([O:24][CH3:23])[CH:26]=4)=[N:35][C:10]=3[C:4]=2[CH:3]=1. Given the reactants [Cl:1][C:2]1[CH:18]=[CH:17][C:5]2[NH:6][C:7](=[O:16])[CH2:8][C:9](=[CH:12]N(C)C)[C:10](=O)[C:4]=2[CH:3]=1.[N+]([O-])(O)=O.[CH3:23][O:24][C:25]1[CH:26]=[C:27]([NH:33][C:34]([NH2:36])=[NH:35])[CH:28]=[CH:29][C:30]=1[O:31][CH3:32], predict the reaction product. (6) Given the reactants [Br:1][C:2]1[CH:7]=[CH:6][C:5]([Cl:8])=[CH:4][C:3]=1[CH2:9][CH2:10][NH2:11].C(=O)([O-])[O-].[Na+].[Na+].Cl[C:19]([O:21][C:22]1[CH:27]=[CH:26][C:25]([N+:28]([O-:30])=[O:29])=[CH:24][CH:23]=1)=[O:20], predict the reaction product. The product is: [Br:1][C:2]1[CH:7]=[CH:6][C:5]([Cl:8])=[CH:4][C:3]=1[CH2:9][CH2:10][NH:11][C:19](=[O:20])[O:21][C:22]1[CH:23]=[CH:24][C:25]([N+:28]([O-:30])=[O:29])=[CH:26][CH:27]=1. (7) The product is: [CH2:1]([C:3]([C:14]1[CH:15]=[CH:16][C:17]2[O:21][C:20]([C:22]([OH:24])=[O:23])=[CH:19][C:18]=2[CH:25]=1)([C:6]1[CH:11]=[CH:10][C:9]([O:41][CH:28]2[CH2:33][CH2:32][CH2:31][CH2:30][C:29]2=[O:34])=[C:8]([CH3:13])[CH:7]=1)[CH2:4][CH3:5])[CH3:2]. Given the reactants [CH2:1]([C:3]([C:14]1[CH:15]=[C:16](C)[C:17]2[O:21][C:20]([C:22]([OH:24])=[O:23])=[CH:19][C:18]=2[CH:25]=1)([C:6]1[CH:11]=[CH:10][C:9](O)=[C:8]([CH3:13])[CH:7]=1)[CH2:4][CH3:5])[CH3:2].Cl[CH:28]1[CH2:33][CH2:32][CH2:31][CH2:30][C:29]1=[O:34].C(=O)([O-])[O-].[K+].[K+].[OH-:41].[Na+], predict the reaction product.